From a dataset of Full USPTO retrosynthesis dataset with 1.9M reactions from patents (1976-2016). Predict the reactants needed to synthesize the given product. (1) Given the product [NH2:15][CH2:18][C@:19]1([CH2:26][C:27]([OH:29])=[O:28])[CH2:25][C@@H:24]2[C@H:20]1[CH2:21][CH2:22][CH2:23]2, predict the reactants needed to synthesize it. The reactants are: C1(N)CCCCC1.C1(N)CCCCC1.[N+:15]([CH2:18][C@:19]1([CH2:26][C:27]([OH:29])=[O:28])[CH2:25][C@@H:24]2[C@H:20]1[CH2:21][CH2:22][CH2:23]2)([O-])=O.Cl. (2) Given the product [Cl:1][C:2]1[CH:3]=[C:4]([B:9]([C:11]2[CH:16]=[CH:15][C:14]([CH3:17])=[C:13]([Cl:18])[CH:12]=2)[S:22][CH2:21][CH2:20][NH2:19])[CH:5]=[CH:6][C:7]=1[CH3:8], predict the reactants needed to synthesize it. The reactants are: [Cl:1][C:2]1[CH:3]=[C:4]([B:9]([C:11]2[CH:16]=[CH:15][C:14]([CH3:17])=[C:13]([Cl:18])[CH:12]=2)O)[CH:5]=[CH:6][C:7]=1[CH3:8].[NH2:19][CH2:20][CH2:21][SH:22]. (3) The reactants are: F[C:2]1[C:9]([O:10][CH3:11])=[CH:8][C:5]([C:6]#[N:7])=[CH:4][C:3]=1[C:12](=O)[C:13]1[CH:18]=[CH:17][CH:16]=[C:15]([F:19])[CH:14]=1.O.[NH2:22][NH2:23]. Given the product [F:19][C:15]1[CH:14]=[C:13]([C:12]2[C:3]3[C:2](=[C:9]([O:10][CH3:11])[CH:8]=[C:5]([C:6]#[N:7])[CH:4]=3)[NH:23][N:22]=2)[CH:18]=[CH:17][CH:16]=1, predict the reactants needed to synthesize it. (4) Given the product [F:1][C:2]1[CH:3]=[C:4]([NH2:26])[C:5]([NH:9][CH:10]2[CH2:15][CH2:14][N:13]([C@H:16]3[CH2:21][CH2:20][C@@H:19]([O:22][CH2:23][CH2:24][CH3:25])[CH2:18][CH2:17]3)[CH2:12][CH2:11]2)=[CH:6][C:7]=1[CH3:8], predict the reactants needed to synthesize it. The reactants are: [F:1][C:2]1[C:7]([CH3:8])=[CH:6][C:5]([NH:9][CH:10]2[CH2:15][CH2:14][N:13]([C@H:16]3[CH2:21][CH2:20][C@@H:19]([O:22][CH2:23][CH2:24][CH3:25])[CH2:18][CH2:17]3)[CH2:12][CH2:11]2)=[C:4]([N+:26]([O-])=O)[CH:3]=1.O.NN. (5) Given the product [CH2:17]([O:1][C:2]1[CH:7]=[CH:6][C:5]([C:8](=[O:10])[CH3:9])=[CH:4][CH:3]=1)[C:18]1[CH:23]=[CH:22][CH:21]=[CH:20][CH:19]=1, predict the reactants needed to synthesize it. The reactants are: [OH:1][C:2]1[CH:7]=[CH:6][C:5]([C:8](=[O:10])[CH3:9])=[CH:4][CH:3]=1.C([O-])([O-])=O.[K+].[K+].[CH2:17](Br)[C:18]1[CH:23]=[CH:22][CH:21]=[CH:20][CH:19]=1.